Dataset: Reaction yield outcomes from USPTO patents with 853,638 reactions. Task: Predict the reaction yield, written as a fraction of the theoretical maximum amount of product (1.0 means a 100% yield; for example, 0.34 means a 34% yield). (1) The catalyst is CO.[Pd]. The product is [OH:1][C:2]([CH3:28])([CH3:27])[CH2:3][N:4]1[C:8]([CH3:9])=[C:7]([C:10]([OH:12])=[O:11])[C:6](=[O:20])[N:5]1[C:21]1[CH:26]=[CH:25][CH:24]=[CH:23][CH:22]=1. The yield is 0.961. The reactants are [OH:1][C:2]([CH3:28])([CH3:27])[CH2:3][N:4]1[C:8]([CH3:9])=[C:7]([C:10]([O:12]CC2C=CC=CC=2)=[O:11])[C:6](=[O:20])[N:5]1[C:21]1[CH:26]=[CH:25][CH:24]=[CH:23][CH:22]=1.[H][H]. (2) The reactants are [F:1][C:2]1[CH:8]=[CH:7][C:5]([NH2:6])=[C:4]([O:9][CH:10]2[CH2:15][CH2:14][O:13][CH2:12][CH2:11]2)[CH:3]=1.Cl[C:17]1[C:18]2[C:25]([CH3:26])=[C:24]([Cl:27])[S:23][C:19]=2[N:20]=[CH:21][N:22]=1.C1(C)C=CC(S(O)(=O)=O)=CC=1.O.[OH-].[NH4+]. The catalyst is O1CCOCC1.O. The product is [Cl:27][C:24]1[S:23][C:19]2[N:20]=[CH:21][N:22]=[C:17]([NH:6][C:5]3[CH:7]=[CH:8][C:2]([F:1])=[CH:3][C:4]=3[O:9][CH:10]3[CH2:15][CH2:14][O:13][CH2:12][CH2:11]3)[C:18]=2[C:25]=1[CH3:26]. The yield is 0.110. (3) The reactants are [F:1][C:2]([F:18])([F:17])[C:3]([NH:5][C@@H:6]1[C:15]2[C:10](=[CH:11][CH:12]=[CH:13][CH:14]=2)[C:9](=[O:16])[CH2:8][CH2:7]1)=[O:4].C(O)=O. The catalyst is CN(C=O)C.C(OCC)(=O)C. The product is [F:1][C:2]([F:17])([F:18])[C:3]([NH:5][C@@H:6]1[C:15]2[C:10](=[CH:11][CH:12]=[CH:13][CH:14]=2)[C@H:9]([OH:16])[CH2:8][CH2:7]1)=[O:4]. The yield is 0.730. (4) The product is [CH3:3][N:38]([C:36]([C:33]1[CH:34]=[N:35][C:30]([O:29][CH2:28][C:18]2[C:19]([C:22]3[CH:23]=[CH:24][CH:25]=[CH:26][CH:27]=3)=[N:20][O:21][C:17]=2[CH3:16])=[CH:31][CH:32]=1)=[O:37])[S:39]([CH:42]1[CH2:44][CH2:43]1)(=[O:40])=[O:41]. The catalyst is CN(C=O)C. The yield is 0.0900. The reactants are IC.[CH2:3](N(CC)CC)C.C(=O)([O-])[O-].[Na+].[Na+].[CH3:16][C:17]1[O:21][N:20]=[C:19]([C:22]2[CH:27]=[CH:26][CH:25]=[CH:24][CH:23]=2)[C:18]=1[CH2:28][O:29][C:30]1[N:35]=[CH:34][C:33]([C:36]([NH:38][S:39]([CH:42]2[CH2:44][CH2:43]2)(=[O:41])=[O:40])=[O:37])=[CH:32][CH:31]=1. (5) The catalyst is CCO.O. The product is [CH3:7][C:6]1[NH:15][C:13](=[O:14])[C:12]([C:10]#[N:11])=[C:4]([CH2:3][O:2][CH3:1])[CH:5]=1. The reactants are [CH3:1][O:2][CH2:3][C:4](=O)[CH2:5][C:6](=O)[CH3:7].[C:10]([CH2:12][C:13]([NH2:15])=[O:14])#[N:11].N1CCCCC1. The yield is 0.656. (6) The reactants are [CH3:1][C:2]1[C:14]2[C:13]3[C:8](=[CH:9][CH:10]=[C:11]([C:15]([OH:17])=O)[CH:12]=3)[NH:7][C:6]=2[C:5](=[O:18])[NH:4][CH:3]=1.CN(C(ON1N=[N:34][C:29]2[CH:30]=[CH:31][CH:32]=[N:33][C:28]1=2)=[N+](C)C)C.F[P-](F)(F)(F)(F)F.N1C=CC=C(N)C=1.O. The catalyst is CN(C=O)C.CN(C1C=CN=CC=1)C. The product is [N:33]1[CH:32]=[CH:31][CH:30]=[C:29]([NH:34][C:15]([C:11]2[CH:12]=[C:13]3[C:8](=[CH:9][CH:10]=2)[NH:7][C:6]2[C:5](=[O:18])[NH:4][CH:3]=[C:2]([CH3:1])[C:14]3=2)=[O:17])[CH:28]=1. The yield is 0.640.